This data is from Catalyst prediction with 721,799 reactions and 888 catalyst types from USPTO. The task is: Predict which catalyst facilitates the given reaction. Reactant: [CH2:1]([N:3]([CH2:32][CH3:33])[C:4]1[CH:5]=[CH:6][C:7]([N+:29]([O-])=O)=[C:8]([C:10]2[CH:11]=[C:12]([CH:26]=[CH:27][N:28]=2)[C:13]([NH:15][C@@H:16]2[C:25]3[C:20](=[CH:21][CH:22]=[CH:23][CH:24]=3)[CH2:19][CH2:18][CH2:17]2)=[O:14])[CH:9]=1)[CH3:2]. Product: [NH2:29][C:7]1[CH:6]=[CH:5][C:4]([N:3]([CH2:32][CH3:33])[CH2:1][CH3:2])=[CH:9][C:8]=1[C:10]1[CH:11]=[C:12]([CH:26]=[CH:27][N:28]=1)[C:13]([NH:15][C@@H:16]1[C:25]2[C:20](=[CH:21][CH:22]=[CH:23][CH:24]=2)[CH2:19][CH2:18][CH2:17]1)=[O:14]. The catalyst class is: 19.